This data is from Forward reaction prediction with 1.9M reactions from USPTO patents (1976-2016). The task is: Predict the product of the given reaction. (1) Given the reactants [C:1]1([N:7]2[C:15]3[C:10](=[CH:11][CH:12]=[CH:13][CH:14]=3)[C:9](=O)[C:8]2=[O:17])[CH:6]=[CH:5][CH:4]=[CH:3][CH:2]=1.[OH-].[K+].O.NN.O.[CH2:24](O)CO, predict the reaction product. The product is: [CH3:24][C:12]1[CH:11]=[C:10]2[C:15](=[CH:14][CH:13]=1)[N:7]([C:1]1[CH:6]=[CH:5][CH:4]=[CH:3][CH:2]=1)[C:8](=[O:17])[CH2:9]2. (2) Given the reactants [NH2:1][C@H:2]([C:4]1[N:5]=[C:6]2[S:20][CH:19]=[C:18]([CH3:21])[N:7]2[C:8](=[O:17])[C:9]=1[C:10]1[CH:15]=[CH:14][CH:13]=[C:12]([F:16])[CH:11]=1)[CH3:3].Cl[C:23]1[N:31]=[CH:30][N:29]=[C:28]2[C:24]=1[NH:25][CH:26]=[N:27]2.C(N(CC)C(C)C)(C)C.C(Cl)Cl, predict the reaction product. The product is: [N:31]1[C:23]([NH:1][C@H:2]([C:4]2[N:5]=[C:6]3[S:20][CH:19]=[C:18]([CH3:21])[N:7]3[C:8](=[O:17])[C:9]=2[C:10]2[CH:15]=[CH:14][CH:13]=[C:12]([F:16])[CH:11]=2)[CH3:3])=[C:24]2[C:28]([NH:27][CH:26]=[N:25]2)=[N:29][CH:30]=1. (3) Given the reactants [I:1][C:2]1[CH:15]=[CH:14][C:5]2[O:6][CH2:7][CH2:8][C:9]([C:11]([OH:13])=O)=[CH:10][C:4]=2[CH:3]=1.C(Cl)(=O)C(Cl)=O.[N:22]1([C:27]2[CH:28]=[C:29]([CH:31]=[CH:32][CH:33]=2)[NH2:30])[CH:26]=[CH:25][N:24]=[CH:23]1, predict the reaction product. The product is: [N:22]1([C:27]2[CH:28]=[C:29]([NH:30][C:11]([C:9]3[CH2:8][CH2:7][O:6][C:5]4[CH:14]=[CH:15][C:2]([I:1])=[CH:3][C:4]=4[CH:10]=3)=[O:13])[CH:31]=[CH:32][CH:33]=2)[CH:26]=[CH:25][N:24]=[CH:23]1. (4) Given the reactants Br[C:2]1[CH:3]=[C:4]([C:8]2[C:20]([C:21]3[C:26]([F:27])=[CH:25][N:24]=[C:23]([NH:28][C:29]4[CH:34]=[CH:33][CH:32]=[C:31]([F:35])[CH:30]=4)[N:22]=3)=[C:11]3[CH:12]=[CH:13][C:14]([C:16]([F:19])([F:18])[F:17])=[CH:15][N:10]3[N:9]=2)[CH:5]=[CH:6][CH:7]=1.CC1(C)C2C(=C(P(C3C=CC=CC=3)C3C=CC=CC=3)C=CC=2)OC2C(P(C3C=CC=CC=3)C3C=CC=CC=3)=CC=CC1=2.[F:78][C:79]1[CH:87]=[CH:86][CH:85]=[C:84]([F:88])[C:80]=1[C:81]([NH2:83])=[O:82].C([O-])([O-])=O.[Cs+].[Cs+], predict the reaction product. The product is: [F:78][C:79]1[CH:87]=[CH:86][CH:85]=[C:84]([F:88])[C:80]=1[C:81]([NH:83][C:2]1[CH:7]=[CH:6][CH:5]=[C:4]([C:8]2[C:20]([C:21]3[C:26]([F:27])=[CH:25][N:24]=[C:23]([NH:28][C:29]4[CH:34]=[CH:33][CH:32]=[C:31]([F:35])[CH:30]=4)[N:22]=3)=[C:11]3[CH:12]=[CH:13][C:14]([C:16]([F:19])([F:18])[F:17])=[CH:15][N:10]3[N:9]=2)[CH:3]=1)=[O:82].